From a dataset of Reaction yield outcomes from USPTO patents with 853,638 reactions. Predict the reaction yield, written as a fraction of the theoretical maximum amount of product (1.0 means a 100% yield; for example, 0.34 means a 34% yield). (1) The yield is 0.530. The product is [C:1]1([C:7]2[CH:8]=[C:9]([C:16]3[O:20][N:19]=[C:18]([C:21]4[S:25][C:24]([CH2:26][N:27]5[CH2:30][CH:29]([C:31]([OH:33])=[O:32])[CH2:28]5)=[CH:23][CH:22]=4)[N:17]=3)[S:10][C:11]=2[C:12]([F:13])([F:14])[F:15])[CH:2]=[CH:3][CH:4]=[CH:5][CH:6]=1. No catalyst specified. The reactants are [C:1]1([C:7]2[CH:8]=[C:9]([C:16]3[O:20][N:19]=[C:18]([C:21]4[S:25][C:24]([CH2:26][N:27]5[CH2:30][CH:29]([C:31]([O:33]CC)=[O:32])[CH2:28]5)=[CH:23][CH:22]=4)[N:17]=3)[S:10][C:11]=2[C:12]([F:15])([F:14])[F:13])[CH:6]=[CH:5][CH:4]=[CH:3][CH:2]=1.[OH-].[Na+]. (2) The reactants are [C:1]([C:3]1[CH:8]=[CH:7][CH:6]=[CH:5][N:4]=1)#[N:2].[CH3:9][NH:10][NH2:11].NN. The product is [CH3:9][NH:10][N:11]=[C:1]([C:3]1[CH:8]=[CH:7][CH:6]=[CH:5][N:4]=1)[NH2:2]. The yield is 0.716. The catalyst is C(O)C.